Dataset: Full USPTO retrosynthesis dataset with 1.9M reactions from patents (1976-2016). Task: Predict the reactants needed to synthesize the given product. (1) The reactants are: [Br:1][C:2]1[C:6]([C:7]([O:9][CH2:10][CH3:11])=[O:8])=[C:5]([N:12]2[CH2:16][CH2:15][C@@H:14]([OH:17])[CH2:13]2)[N:4]([CH3:18])[N:3]=1.[CH3:19]N(C)C=O.[H-].[Na+].CI. Given the product [Br:1][C:2]1[C:6]([C:7]([O:9][CH2:10][CH3:11])=[O:8])=[C:5]([N:12]2[CH2:16][CH2:15][C@@H:14]([O:17][CH3:19])[CH2:13]2)[N:4]([CH3:18])[N:3]=1, predict the reactants needed to synthesize it. (2) Given the product [NH2:16][CH2:15][CH2:14][CH2:13][CH2:12][CH2:11][C:10]([NH:9][O:8][CH2:1][C:2]1[CH:7]=[CH:6][CH:5]=[CH:4][CH:3]=1)=[O:24], predict the reactants needed to synthesize it. The reactants are: [CH2:1]([O:8][NH:9][C:10](=[O:24])[CH2:11][CH2:12][CH2:13][CH2:14][CH2:15][NH:16]C(OC(C)(C)C)=O)[C:2]1[CH:7]=[CH:6][CH:5]=[CH:4][CH:3]=1.FC(F)(F)C(O)=O. (3) Given the product [CH2:16]([O:15][C:13]([C:2]1[C:7]([N+:8]([O-:10])=[O:9])=[CH:6][CH:5]=[C:4]([O:11][CH3:12])[N:3]=1)=[CH2:14])[CH3:17], predict the reactants needed to synthesize it. The reactants are: Cl[C:2]1[C:7]([N+:8]([O-:10])=[O:9])=[CH:6][CH:5]=[C:4]([O:11][CH3:12])[N:3]=1.[CH2:13]([O:15][C:16]([Sn](CCCC)(CCCC)CCCC)=[CH2:17])[CH3:14]. (4) Given the product [NH:26]1[C:34]2=[N:33][CH:32]=[CH:31][CH:30]=[C:29]2[C:28]([CH:35]=[C:14]2[O:13][C:12]([NH:11][C:8]3[CH:9]=[CH:10][C:5]([O:4][CH2:3][CH:2]([OH:1])[CH2:24][OH:25])=[CH:6][C:7]=3[CH3:23])=[C:16]([C:17]([O:19][CH2:20][CH3:21])=[O:18])[C:15]2=[O:22])=[CH:27]1, predict the reactants needed to synthesize it. The reactants are: [OH:1][CH:2]([CH2:24][OH:25])[CH2:3][O:4][C:5]1[CH:10]=[CH:9][C:8]([NH:11][C:12]2[O:13][CH2:14][C:15](=[O:22])[C:16]=2[C:17]([O:19][CH2:20][CH3:21])=[O:18])=[C:7]([CH3:23])[CH:6]=1.[NH:26]1[C:34]2[C:29](=[CH:30][CH:31]=[CH:32][N:33]=2)[C:28]([CH:35]=O)=[CH:27]1.N1CCCCC1. (5) Given the product [C:44]([O:43][C:41]([N:38]1[CH2:39][CH2:40][CH:35]([NH:34][S:21]([C:18]2[CH:19]=[CH:20][C:15]([Br:14])=[CH:16][C:17]=2[O:25][CH3:26])(=[O:23])=[O:22])[CH2:36][CH2:37]1)=[O:42])([CH3:47])([CH3:45])[CH3:46], predict the reactants needed to synthesize it. The reactants are: BrC1C=C(OC)C=CC=1S(Cl)(=O)=O.[Br:14][C:15]1[CH:20]=[CH:19][C:18]([S:21](Cl)(=[O:23])=[O:22])=[C:17]([O:25][CH3:26])[CH:16]=1.CCN(CC)CC.[NH2:34][CH:35]1[CH2:40][CH2:39][N:38]([C:41]([O:43][C:44]([CH3:47])([CH3:46])[CH3:45])=[O:42])[CH2:37][CH2:36]1.